Dataset: Reaction yield outcomes from USPTO patents with 853,638 reactions. Task: Predict the reaction yield, written as a fraction of the theoretical maximum amount of product (1.0 means a 100% yield; for example, 0.34 means a 34% yield). (1) The reactants are [Cl:1][C:2]1[CH:10]=[C:6]([C:7]([OH:9])=O)[C:5]([OH:11])=[CH:4][CH:3]=1.[F:12][C:13]([F:22])([F:21])[C:14]1[CH:20]=[CH:19][C:17]([NH2:18])=[CH:16][CH:15]=1. No catalyst specified. The product is [F:12][C:13]([F:21])([F:22])[C:14]1[CH:15]=[CH:16][C:17]([NH:18][C:7](=[O:9])[C:6]2[CH:10]=[C:2]([Cl:1])[CH:3]=[CH:4][C:5]=2[OH:11])=[CH:19][CH:20]=1. The yield is 0.750. (2) The reactants are [C:1]([O:5][C:6]([N:8]1[CH2:13][CH2:12][CH:11]([OH:14])[CH2:10][CH2:9]1)=[O:7])([CH3:4])([CH3:3])[CH3:2].[CH3:15][C:16]1[CH:17]=[C:18](O)[CH:19]=[CH:20][C:21]=1[N+:22]([O-:24])=[O:23].C1(P(C2C=CC=CC=2)C2C=CC=CC=2)C=CC=CC=1.N(C(OCC)=O)=NC(OCC)=O. The catalyst is ClCCl. The product is [C:1]([O:5][C:6]([N:8]1[CH2:13][CH2:12][CH:11]([O:14][C:18]2[CH:19]=[CH:20][C:21]([N+:22]([O-:24])=[O:23])=[C:16]([CH3:15])[CH:17]=2)[CH2:10][CH2:9]1)=[O:7])([CH3:4])([CH3:2])[CH3:3]. The yield is 0.600. (3) The reactants are [C:1]([C:4]1[CH:5]=[C:6]([CH:19]=[CH:20][CH:21]=1)[CH2:7][C:8]1[C:9](=[O:18])[NH:10][C:11]([CH2:15][CH2:16][CH3:17])=[N:12][C:13]=1[CH3:14])(=[O:3])[CH3:2].Br[CH2:23][C:24]1[CH:29]=[CH:28][C:27]([C:30]2[CH:35]=[CH:34][CH:33]=[CH:32][C:31]=2[C:36]2[N:40]=[C:39](C(Cl)(Cl)Cl)[O:38][N:37]=2)=[CH:26][CH:25]=1.C(=O)([O-])[O-:46].[K+].[K+]. The catalyst is C(#N)C.C(OCC)(=O)C. The product is [C:1]([C:4]1[CH:5]=[C:6]([CH:19]=[CH:20][CH:21]=1)[CH2:7][C:8]1[C:9](=[O:18])[N:10]([CH2:23][C:24]2[CH:29]=[CH:28][C:27]([C:30]3[CH:35]=[CH:34][CH:33]=[CH:32][C:31]=3[C:36]3[NH:40][C:39](=[O:46])[O:38][N:37]=3)=[CH:26][CH:25]=2)[C:11]([CH2:15][CH2:16][CH3:17])=[N:12][C:13]=1[CH3:14])(=[O:3])[CH3:2]. The yield is 0.210. (4) The reactants are [N+:1]([C:4]1[CH:22]=[CH:21][C:7]([O:8][CH2:9][C:10]2[O:14][N:13]=[C:12]([C:15]3[CH:20]=[CH:19][CH:18]=[CH:17][CH:16]=3)[N:11]=2)=[CH:6][CH:5]=1)([O-])=O.S(S([O-])=O)([O-])=O.[Na+].[Na+].C([O-])([O-])=O.[K+].[K+]. The catalyst is CO.C(Cl)Cl. The product is [NH2:1][C:4]1[CH:22]=[CH:21][C:7]([O:8][CH2:9][C:10]2[O:14][N:13]=[C:12]([C:15]3[CH:20]=[CH:19][CH:18]=[CH:17][CH:16]=3)[N:11]=2)=[CH:6][CH:5]=1. The yield is 0.510.